This data is from Full USPTO retrosynthesis dataset with 1.9M reactions from patents (1976-2016). The task is: Predict the reactants needed to synthesize the given product. (1) Given the product [Cl:1][C:2]1[C:7]([NH:8][C:11](=[O:13])[C:21]([CH3:20])=[CH2:22])=[CH:6][C:5]([F:9])=[CH:4][N:3]=1, predict the reactants needed to synthesize it. The reactants are: [Cl:1][C:2]1[C:7]([NH2:8])=[CH:6][C:5]([F:9])=[CH:4][N:3]=1.O.[C:11](OCC)(=[O:13])C.N1[CH:22]=[CH:21][CH:20]=CC=1. (2) Given the product [C:34]([C:33]1[C:28]([NH:1][C@H:2]([C:4]2[N:9]=[C:8]3[CH:10]=[CH:11][N:12]([CH3:13])[C:7]3=[CH:6][C:5]=2[N:14]2[CH2:15][CH2:16][N:17]([C:20]([O:22][C:23]([CH3:25])([CH3:24])[CH3:26])=[O:21])[CH2:18][CH2:19]2)[CH3:3])=[N:29][C:30]([S:38][CH3:39])=[N:31][C:32]=1[CH2:36][CH3:37])#[N:35], predict the reactants needed to synthesize it. The reactants are: [NH2:1][C@H:2]([C:4]1[N:9]=[C:8]2[CH:10]=[CH:11][N:12]([CH3:13])[C:7]2=[CH:6][C:5]=1[N:14]1[CH2:19][CH2:18][N:17]([C:20]([O:22][C:23]([CH3:26])([CH3:25])[CH3:24])=[O:21])[CH2:16][CH2:15]1)[CH3:3].Cl[C:28]1[C:33]([C:34]#[N:35])=[C:32]([CH2:36][CH3:37])[N:31]=[C:30]([S:38][CH3:39])[N:29]=1.CCN(CC)CC. (3) The reactants are: [Cl:1][C:2]1[C:7]([C:8]([O:10]CC)=[O:9])=[C:6]([Cl:13])[CH:5]=[C:4]([CH3:14])[N:3]=1.[OH-].[Na+].OS(O)(=O)=O. Given the product [Cl:1][C:2]1[C:7]([C:8]([OH:10])=[O:9])=[C:6]([Cl:13])[CH:5]=[C:4]([CH3:14])[N:3]=1, predict the reactants needed to synthesize it. (4) Given the product [CH3:22][C:23]1[N:24]=[C:25]([C:2]2[C:7]([C:8]3[CH:9]=[CH:10][N:11]4[N:14]=[CH:15][C:16]([C:17]([O:19][CH2:20][CH3:21])=[O:18])=[C:12]4[N:13]=3)=[CH:6][CH:5]=[CH:4][N:3]=2)[CH:26]=[CH:27][CH:28]=1, predict the reactants needed to synthesize it. The reactants are: Cl[C:2]1[C:7]([C:8]2[N:13]=[CH:12][N:11]3[N:14]=[CH:15][C:16]([C:17]([O:19][CH2:20][CH3:21])=[O:18])=[C:10]3[CH:9]=2)=[CH:6][CH:5]=[CH:4][N:3]=1.[CH3:22][C:23]1[CH:28]=[CH:27][CH:26]=[C:25]([Sn](CCCC)(CCCC)CCCC)[N:24]=1.FC1C=C(C2C=CC3N(C(C#N)=CN=3)C=2)C(C2C=CC=C(C)N=2)=NC=1.